This data is from Forward reaction prediction with 1.9M reactions from USPTO patents (1976-2016). The task is: Predict the product of the given reaction. (1) Given the reactants Cl[CH2:2][C:3]([N:5]1[CH2:10][CH2:9][CH2:8][CH2:7][CH2:6]1)=[O:4].Br[C:12]1([CH2:23][C:24]2[CH:29]=[CH:28][C:27]([Cl:30])=[CH:26][CH:25]=2)[C:20]2[C:15](=[CH:16][C:17]([Cl:21])=[CH:18][CH:19]=2)[NH:14][C:13]1=[O:22], predict the reaction product. The product is: [Cl:21][C:17]1[CH:16]=[C:15]2[C:20]([C:12]([CH2:23][C:24]3[CH:29]=[CH:28][C:27]([Cl:30])=[CH:26][CH:25]=3)([NH:14][CH:15]3[CH2:20][CH2:19][CH2:18][CH2:17][CH2:16]3)[C:13](=[O:22])[N:14]2[CH2:2][C:3](=[O:4])[N:5]2[CH2:10][CH2:9][CH2:8][CH2:7][CH2:6]2)=[CH:19][CH:18]=1. (2) Given the reactants [C:1]([C:5]1[CH:6]=[C:7]([CH:25]=[C:26]([C:29]([CH3:32])([CH3:31])[CH3:30])[C:27]=1[OH:28])[O:8][CH2:9][C:10]([NH:12][C:13]1[CH:18]=[CH:17][C:16]([N+:22]([O-:24])=[O:23])([O:19][CH2:20][CH3:21])[CH2:15][CH:14]=1)=O)([CH3:4])([CH3:3])[CH3:2].CO, predict the reaction product. The product is: [C:1]([C:5]1[CH:6]=[C:7]([O:8][CH2:9][CH2:10][NH:12][C:13]2[CH:14]=[CH:15][C:16]([N+:22]([O-:24])=[O:23])([O:19][CH2:20][CH3:21])[CH2:17][CH:18]=2)[CH:25]=[C:26]([C:29]([CH3:32])([CH3:31])[CH3:30])[C:27]=1[OH:28])([CH3:4])([CH3:2])[CH3:3]. (3) Given the reactants C(N(CC)CC)C.[CH3:8][O:9][NH:10][C:11](=[O:20])[CH2:12][CH2:13][CH2:14][CH2:15][CH2:16][CH2:17][CH2:18][CH3:19].Cl[C:22]([O:24][CH3:25])=[O:23], predict the reaction product. The product is: [CH3:8][O:9][N:10]([C:22]([O:24][CH3:25])=[O:23])[C:11](=[O:20])[CH2:12][CH2:13][CH2:14][CH2:15][CH2:16][CH2:17][CH2:18][CH3:19]. (4) The product is: [I:19][C:2]1[N:6]([C:7]2[CH:12]=[CH:11][CH:10]=[C:9]([F:13])[CH:8]=2)[N:5]=[CH:4][C:3]=1[C:14]([O:16][CH2:17][CH3:18])=[O:15]. Given the reactants N[C:2]1[N:6]([C:7]2[CH:12]=[CH:11][CH:10]=[C:9]([F:13])[CH:8]=2)[N:5]=[CH:4][C:3]=1[C:14]([O:16][CH2:17][CH3:18])=[O:15].[I:19]CI.N(OCCC(C)C)=O, predict the reaction product. (5) The product is: [Br:7][C:8]1[CH:13]=[CH:12][CH:11]=[C:10]([S:14][CH:2]2[CH2:6][CH2:5][CH2:4][CH2:3]2)[CH:9]=1. Given the reactants I[CH:2]1[CH2:6][CH2:5][CH2:4][CH2:3]1.[Br:7][C:8]1[CH:9]=[C:10]([SH:14])[CH:11]=[CH:12][CH:13]=1.C(=O)([O-])[O-].[K+].[K+], predict the reaction product. (6) Given the reactants [OH:1][C@@H:2](/[CH:13]=[CH:14]/[CH2:15][CH2:16][CH2:17][CH2:18][CH2:19][CH2:20][CH2:21][CH2:22][CH2:23][CH2:24][CH2:25][CH2:26][CH3:27])[C@@H:3]([NH:5][C:6](=[O:12])[O:7][C:8]([CH3:11])([CH3:10])[CH3:9])[CH3:4].ClC1C=C(C=CC=1)C(OO)=[O:33], predict the reaction product. The product is: [OH:1][C@@H:2]([C@H:13]1[C@H:14]([CH2:15][CH2:16][CH2:17][CH2:18][CH2:19][CH2:20][CH2:21][CH2:22][CH2:23][CH2:24][CH2:25][CH2:26][CH3:27])[O:33]1)[C@@H:3]([NH:5][C:6](=[O:12])[O:7][C:8]([CH3:9])([CH3:10])[CH3:11])[CH3:4].